Dataset: Rat liver microsome stability data. Task: Regression/Classification. Given a drug SMILES string, predict its absorption, distribution, metabolism, or excretion properties. Task type varies by dataset: regression for continuous measurements (e.g., permeability, clearance, half-life) or binary classification for categorical outcomes (e.g., BBB penetration, CYP inhibition). Dataset: rlm. (1) The molecule is CC1=C(C(=O)Nc2ccc(Cl)cc2)C(c2ccccc2C)n2ncc(C(=O)Nc3ccc(C)cc3)c2N1. The result is 1 (stable in rat liver microsomes). (2) The compound is C[C@@H](c1ccc(-c2ccc(F)cc2F)cc1)N1CC[C@](CCCNS(C)(=O)=O)(c2ccc(F)cc2)OC1=O. The result is 0 (unstable in rat liver microsomes). (3) The molecule is C=C(C)[C@@H]1CC[C@]2(NC(=O)OCCN3CCS(=O)(=O)CC3)CC[C@]3(C)[C@H](CC[C@@H]4[C@@]5(C)CC=C(c6ccc(C(=O)O)cc6)C(C)(C)[C@@H]5CC[C@]43C)[C@@H]12. The result is 0 (unstable in rat liver microsomes). (4) The compound is CS(=O)(=O)c1cccc(Oc2cccc(-c3c(Cc4ccccc4)cnc4c(C(F)(F)F)cccc34)c2)c1. The result is 1 (stable in rat liver microsomes).